Task: Binary Classification. Given a T-cell receptor sequence (or CDR3 region) and an epitope sequence, predict whether binding occurs between them.. Dataset: TCR-epitope binding with 47,182 pairs between 192 epitopes and 23,139 TCRs (1) The epitope is KLSYGIATV. The TCR CDR3 sequence is CASSSTITGMGDSGNTIYF. Result: 0 (the TCR does not bind to the epitope). (2) Result: 1 (the TCR binds to the epitope). The epitope is HTTDPSFLGRY. The TCR CDR3 sequence is CASSKEGRGTGVIPDLAKNIQYF.